The task is: Binary Classification. Given a miRNA mature sequence and a target amino acid sequence, predict their likelihood of interaction.. This data is from Experimentally validated miRNA-target interactions with 360,000+ pairs, plus equal number of negative samples. (1) The miRNA is hsa-miR-766-3p with sequence ACUCCAGCCCCACAGCCUCAGC. The protein sequence of the target gene is MFSWMGRQAGGRERAGGADAVQTVTGGLRSLYLRKVLPLEEAYRFHEFHSPALEDADFENKPMILLVGQYSTGKTTFIRYLLEQDFPGMRIGPEPTTDSFIAVMYGETEGSTPGNALVVDPKKPFRKLSRFGNAFLNRFMCSQLPNQVLKSISVIDSPGILSGEKQRISRGYDFCQVLQWFAERVDRIILLFDAHKLDISDEFSEAIKAFRGQDDKIRVVLNKADQVDTQQLMRVYGALMWSLGKVINTPEVLRVYIGSFWAQPLQNTDNRRLFEAEAQDLFRDIQSLPQKAAVRKLNDL.... Result: 1 (interaction). (2) The miRNA is hsa-miR-1976 with sequence CCUCCUGCCCUCCUUGCUGU. The protein sequence of the target gene is MSLRSGGRRRADPGADGEASRDDGATSSVSALKRLERSQWTDKMDLRFGFERLKEPGEKTGWLINMHPTEILDEDKRLGSAVDYYFIQDDGSRFKVALPYKPYFYIATRKGCEREVSSFLSKKFQGKIAKVETVPKEDLDLPNHLVGLKRNYIRLSFHTVEDLVKVRKEISPAVKKNREQDHASDAYTALLSSVLQRGGVITDEEETSKKIADQLDNIVDMREYDVPYHIRLSIDLKIHVAHWYNVRYRGNAFPVEITRRDDLVERPDPVVLAFDIETTKLPLKFPDAETDQIMMISYMI.... Result: 0 (no interaction).